Dataset: Peptide-MHC class I binding affinity with 185,985 pairs from IEDB/IMGT. Task: Regression. Given a peptide amino acid sequence and an MHC pseudo amino acid sequence, predict their binding affinity value. This is MHC class I binding data. The binding affinity (normalized) is 0.600. The MHC is HLA-A02:06 with pseudo-sequence HLA-A02:06. The peptide sequence is VMAASGAPF.